From a dataset of Forward reaction prediction with 1.9M reactions from USPTO patents (1976-2016). Predict the product of the given reaction. (1) Given the reactants N#N.C(OC(=O)[N:9]([C:22]([C:24]1[N:25]=[C:26]([CH2:35][CH3:36])[O:27][C:28]=1[C:29]1[CH:34]=[CH:33][CH:32]=[CH:31][CH:30]=1)=[O:23])[C:10]1[N:11]=[C:12]([CH2:15][CH2:16][CH2:17][CH2:18][C:19](=[O:21])[CH3:20])[O:13][CH:14]=1)(C)(C)C.FC(F)(F)C(O)=O, predict the reaction product. The product is: [O:21]=[C:19]([CH3:20])[CH2:18][CH2:17][CH2:16][CH2:15][C:12]1[O:13][CH:14]=[C:10]([NH:9][C:22]([C:24]2[N:25]=[C:26]([CH2:35][CH3:36])[O:27][C:28]=2[C:29]2[CH:34]=[CH:33][CH:32]=[CH:31][CH:30]=2)=[O:23])[N:11]=1. (2) Given the reactants [C:1]1([NH2:7])[CH:6]=[CH:5][CH:4]=[CH:3][CH:2]=1.[Li]CCCC.Br[C:14]1[CH:22]=[CH:21][CH:20]=[C:19]2[C:15]=1[CH2:16][CH2:17][C:18]2([O:29][CH3:30])[C:23]1[CH:28]=[CH:27][CH:26]=[CH:25][CH:24]=1.C(P(C(C)(C)C)C1C=CC=CC=1C1C=CC=CC=1N(C)C)(C)(C)C, predict the reaction product. The product is: [CH3:30][O:29][C:18]1([C:23]2[CH:28]=[CH:27][CH:26]=[CH:25][CH:24]=2)[C:19]2[CH:20]=[CH:21][CH:22]=[C:14]([NH:7][C:1]3[CH:6]=[CH:5][CH:4]=[CH:3][CH:2]=3)[C:15]=2[CH2:16][CH2:17]1. (3) Given the reactants [S:1]1[C:5]([N:6]([CH2:20][CH2:21][C:22]([F:25])([F:24])[F:23])[S:7]([C:10]2[CH:15]=[CH:14][C:13]([C:16]([O:18][CH3:19])=[O:17])=[CH:12][CH:11]=2)(=[O:9])=[O:8])=[CH:4][C:3]2[CH:26]=[CH:27][CH:28]=[CH:29][C:2]1=2.OP(O)(O)=O.[C:35](OC(=O)C)(=[O:37])[CH3:36], predict the reaction product. The product is: [C:35]([C:4]1[C:3]2[CH:26]=[CH:27][CH:28]=[CH:29][C:2]=2[S:1][C:5]=1[N:6]([CH2:20][CH2:21][C:22]([F:25])([F:23])[F:24])[S:7]([C:10]1[CH:15]=[CH:14][C:13]([C:16]([O:18][CH3:19])=[O:17])=[CH:12][CH:11]=1)(=[O:8])=[O:9])(=[O:37])[CH3:36]. (4) Given the reactants [CH3:1][C:2]1[S:16][C:5]2[N:6]=[C:7]([C:11]([O:13][CH2:14][CH3:15])=[O:12])[NH:8][C:9](=O)[C:4]=2[CH:3]=1.P(Cl)(Cl)([Cl:19])=O, predict the reaction product. The product is: [Cl:19][C:9]1[C:4]2[CH:3]=[C:2]([CH3:1])[S:16][C:5]=2[N:6]=[C:7]([C:11]([O:13][CH2:14][CH3:15])=[O:12])[N:8]=1. (5) Given the reactants [Cl:1][C:2]1[C:7]([O:8][CH:9]2[CH2:14][CH2:13][NH:12][CH2:11][CH2:10]2)=[CH:6][CH:5]=[CH:4][C:3]=1[C@H:15]([O:17][C:18]1[CH:22]=[C:21]([N:23]2[C:27]3[CH:28]=[CH:29][C:30]([C:32]4[CH:33]=[N:34][N:35]([CH3:37])[CH:36]=4)=[CH:31][C:26]=3[N:25]=[CH:24]2)[S:20][C:19]=1[C:38]([NH2:40])=[O:39])[CH3:16].[CH:41]([S:43]([CH3:46])(=[O:45])=[O:44])=[CH2:42], predict the reaction product. The product is: [Cl:1][C:2]1[C:7]([O:8][CH:9]2[CH2:14][CH2:13][N:12]([CH2:42][CH2:41][S:43]([CH3:46])(=[O:45])=[O:44])[CH2:11][CH2:10]2)=[CH:6][CH:5]=[CH:4][C:3]=1[C@H:15]([O:17][C:18]1[CH:22]=[C:21]([N:23]2[C:27]3[CH:28]=[CH:29][C:30]([C:32]4[CH:33]=[N:34][N:35]([CH3:37])[CH:36]=4)=[CH:31][C:26]=3[N:25]=[CH:24]2)[S:20][C:19]=1[C:38]([NH2:40])=[O:39])[CH3:16]. (6) Given the reactants [CH3:1][C:2]1[S:6][C:5]([C:7]2[CH:12]=[CH:11][CH:10]=[CH:9][CH:8]=2)=[N:4][C:3]=1[CH2:13][O:14][C:15]1[CH:19]=[C:18]([CH2:20][O:21][C:22]2[N:29]=[CH:28][CH:27]=[CH:26][C:23]=2[C:24]#N)[O:17][N:16]=1.C1(C)C=CC=CC=1.[H-].C([Al+]CC(C)C)C(C)C.[Cl-].[NH4+].C(OCC)(=[O:51])C, predict the reaction product. The product is: [CH3:1][C:2]1[S:6][C:5]([C:7]2[CH:8]=[CH:9][CH:10]=[CH:11][CH:12]=2)=[N:4][C:3]=1[CH2:13][O:14][C:15]1[CH:19]=[C:18]([CH2:20][O:21][C:22]2[N:29]=[CH:28][CH:27]=[CH:26][C:23]=2[CH:24]=[O:51])[O:17][N:16]=1. (7) Given the reactants I[C:2]1[CH:7]=[CH:6][C:5]([I:8])=[CH:4][CH:3]=1.C(N(CC)CC)C.[C:16]([C:18]1[CH:24]=[CH:23][C:21]([NH2:22])=[CH:20][CH:19]=1)#[CH:17], predict the reaction product. The product is: [I:8][C:5]1[CH:6]=[CH:7][C:2]([C:17]#[C:16][C:18]2[CH:24]=[CH:23][C:21]([NH2:22])=[CH:20][CH:19]=2)=[CH:3][CH:4]=1. (8) Given the reactants [CH2:1]([C:3]1[CH:8]=[CH:7][C:6]([C@H:9]2[CH2:14][C@@H:13]([C:15](F)(F)F)[N:12]3[N:19]=[CH:20][C:21]([C:22]([OH:24])=[O:23])=[C:11]3[NH:10]2)=[CH:5][CH:4]=1)[CH3:2].C(C1C=CC([C@H]2C[C@@H](C)N3N=CC(C(OCC)=O)=C3N2)=CC=1)C.[OH-].[K+], predict the reaction product. The product is: [CH2:1]([C:3]1[CH:8]=[CH:7][C:6]([C@H:9]2[CH2:14][C@@H:13]([CH3:15])[N:12]3[N:19]=[CH:20][C:21]([C:22]([OH:24])=[O:23])=[C:11]3[NH:10]2)=[CH:5][CH:4]=1)[CH3:2]. (9) Given the reactants [CH3:1][C:2]1[CH:7]=[CH:6][C:5]([CH:8]([C:12]2[CH:17]=[CH:16][C:15]([CH3:18])=[CH:14][CH:13]=2)[C:9]([OH:11])=O)=[CH:4][CH:3]=1.[NH2:19][CH2:20][CH2:21][CH2:22][N:23]1[CH2:28][CH2:27][CH:26]([C:29]2[CH:30]=[C:31]([NH:35][C:36]([CH:38]3[CH2:40][CH2:39]3)=[O:37])[CH:32]=[CH:33][CH:34]=2)[CH2:25][CH2:24]1, predict the reaction product. The product is: [CH3:18][C:15]1[CH:16]=[CH:17][C:12]([CH:8]([C:5]2[CH:4]=[CH:3][C:2]([CH3:1])=[CH:7][CH:6]=2)[C:9]([NH:19][CH2:20][CH2:21][CH2:22][N:23]2[CH2:28][CH2:27][CH:26]([C:29]3[CH:30]=[C:31]([NH:35][C:36]([CH:38]4[CH2:40][CH2:39]4)=[O:37])[CH:32]=[CH:33][CH:34]=3)[CH2:25][CH2:24]2)=[O:11])=[CH:13][CH:14]=1.